From a dataset of Full USPTO retrosynthesis dataset with 1.9M reactions from patents (1976-2016). Predict the reactants needed to synthesize the given product. Given the product [NH2:1][C:4]1[CH:5]=[C:6]2[C:10](=[CH:11][C:12]=1[NH2:13])[C:9]([CH3:17])([CH3:16])[C:8]([CH3:19])([CH3:18])[C:7]2([CH3:21])[CH3:20], predict the reactants needed to synthesize it. The reactants are: [N+:1]([C:4]1[CH:5]=[C:6]2[C:10](=[CH:11][C:12]=1[N+:13]([O-])=O)[C:9]([CH3:17])([CH3:16])[C:8]([CH3:19])([CH3:18])[C:7]2([CH3:21])[CH3:20])([O-])=O.[H][H].